Dataset: Full USPTO retrosynthesis dataset with 1.9M reactions from patents (1976-2016). Task: Predict the reactants needed to synthesize the given product. (1) Given the product [NH2:26][C:3]1[CH:4]=[C:5]([C:8]2([OH:25])[C:16]3[C:11](=[CH:12][CH:13]=[CH:14][CH:15]=3)[C:10](=[O:17])[N:9]2[CH2:18][C:19]2[CH:20]=[CH:21][CH:22]=[CH:23][CH:24]=2)[CH:6]=[CH:7][C:2]=1[NH2:1], predict the reactants needed to synthesize it. The reactants are: [NH2:1][C:2]1[CH:7]=[CH:6][C:5]([C:8]2([OH:25])[C:16]3[C:11](=[CH:12][CH:13]=[CH:14][CH:15]=3)[C:10](=[O:17])[N:9]2[CH2:18][C:19]2[CH:24]=[CH:23][CH:22]=[CH:21][CH:20]=2)=[CH:4][C:3]=1[N+:26]([O-])=O. (2) Given the product [Cl:1][C:2]1[CH:3]=[CH:4][C:5]([O:33][CH3:34])=[C:6]([C:8]2[C:17]3[C:12](=[CH:13][C:14]([S:18]([NH:40][C:36]4[S:35][CH:39]=[N:38][N:37]=4)(=[O:20])=[O:19])=[CH:15][CH:16]=3)[CH:11]=[CH:10][N:9]=2)[CH:7]=1, predict the reactants needed to synthesize it. The reactants are: [Cl:1][C:2]1[CH:3]=[CH:4][C:5]([O:33][CH3:34])=[C:6]([C:8]2[C:17]3[C:12](=[CH:13][C:14]([S:18](OC4C(F)=C(F)C(F)=C(F)C=4F)(=[O:20])=[O:19])=[CH:15][CH:16]=3)[CH:11]=[CH:10][N:9]=2)[CH:7]=1.[S:35]1[CH:39]=[N:38][N:37]=[C:36]1[NH2:40].C(=O)([O-])[O-].[Cs+].[Cs+].CN(C=O)C. (3) Given the product [Cl:24][C:25]1[CH:26]=[C:27]([S:32]([NH:1][C:2]2[CH:7]=[N:6][CH:5]=[C:4]([C:8]3[S:12][C:11]([C:13]4[CH:14]=[C:15]5[C:19](=[CH:20][CH:21]=4)[C:18](=[O:22])[N:17]([CH3:23])[CH2:16]5)=[CH:10][CH:9]=3)[CH:3]=2)(=[O:34])=[O:33])[CH:28]=[CH:29][C:30]=1[CH3:31], predict the reactants needed to synthesize it. The reactants are: [NH2:1][C:2]1[CH:3]=[C:4]([C:8]2[S:12][C:11]([C:13]3[CH:14]=[C:15]4[C:19](=[CH:20][CH:21]=3)[C:18](=[O:22])[N:17]([CH3:23])[CH2:16]4)=[CH:10][CH:9]=2)[CH:5]=[N:6][CH:7]=1.[Cl:24][C:25]1[CH:26]=[C:27]([S:32](Cl)(=[O:34])=[O:33])[CH:28]=[CH:29][C:30]=1[CH3:31]. (4) The reactants are: [CH:1]1([CH:4]([NH:8][CH2:9][C:10]2[C:18]3[C:17]([C:19]([O:21]C)=O)=[CH:16][CH:15]=[N:14][C:13]=3[N:12](C(OC(C)(C)C)=O)[CH:11]=2)[CH2:5][CH2:6][OH:7])[CH2:3][CH2:2]1.[OH-].[Na+].Cl.CN(C(ON1N=NC2C=CC=NC1=2)=[N+](C)C)C.F[P-](F)(F)(F)(F)F. Given the product [CH:1]1([CH:4]([N:8]2[CH2:9][C:10]3=[CH:11][NH:12][C:13]4[C:18]3=[C:17]([CH:16]=[CH:15][N:14]=4)[C:19]2=[O:21])[CH2:5][CH2:6][OH:7])[CH2:3][CH2:2]1, predict the reactants needed to synthesize it. (5) Given the product [CH3:27][O:28][C:29]1[N:30]=[CH:31][C:32]([C:2]2[CH:7]=[CH:6][C:5]([NH:8][S:9]([C:12]3[S:16][C:15]4[CH:17]=[CH:18][C:19]([F:21])=[CH:20][C:14]=4[C:13]=3[CH3:22])(=[O:10])=[O:11])=[C:4]([C:23]([F:25])([F:26])[F:24])[CH:3]=2)=[CH:33][CH:34]=1, predict the reactants needed to synthesize it. The reactants are: Br[C:2]1[CH:7]=[CH:6][C:5]([NH:8][S:9]([C:12]2[S:16][C:15]3[CH:17]=[CH:18][C:19]([F:21])=[CH:20][C:14]=3[C:13]=2[CH3:22])(=[O:11])=[O:10])=[C:4]([C:23]([F:26])([F:25])[F:24])[CH:3]=1.[CH3:27][O:28][C:29]1[CH:34]=[CH:33][C:32](B(O)O)=[CH:31][N:30]=1.